Dataset: Acute oral toxicity (LD50) regression data from Zhu et al.. Task: Regression/Classification. Given a drug SMILES string, predict its toxicity properties. Task type varies by dataset: regression for continuous values (e.g., LD50, hERG inhibition percentage) or binary classification for toxic/non-toxic outcomes (e.g., AMES mutagenicity, cardiotoxicity, hepatotoxicity). Dataset: ld50_zhu. (1) The compound is NS(=O)(=O)c1cc(Cl)c(Cl)c(S(N)(=O)=O)c1. The rat oral LD50 is 2.07, given as -log10 of the dose in mol/kg body weight (higher means more acutely toxic). (2) The rat oral LD50 is 1.98, given as -log10 of the dose in mol/kg body weight (higher means more acutely toxic). The drug is CCC=CC=CC=O. (3) The molecule is Nc1ccc(F)c(F)c1F. The rat oral LD50 is 2.32, given as -log10 of the dose in mol/kg body weight (higher means more acutely toxic).